Dataset: NCI-60 drug combinations with 297,098 pairs across 59 cell lines. Task: Regression. Given two drug SMILES strings and cell line genomic features, predict the synergy score measuring deviation from expected non-interaction effect. (1) Drug 1: CCC(=C(C1=CC=CC=C1)C2=CC=C(C=C2)OCCN(C)C)C3=CC=CC=C3.C(C(=O)O)C(CC(=O)O)(C(=O)O)O. Drug 2: CC1=C(C(=CC=C1)Cl)NC(=O)C2=CN=C(S2)NC3=CC(=NC(=N3)C)N4CCN(CC4)CCO. Cell line: SF-268. Synergy scores: CSS=1.54, Synergy_ZIP=3.29, Synergy_Bliss=7.88, Synergy_Loewe=-0.0755, Synergy_HSA=1.26. (2) Drug 1: CCC(=C(C1=CC=CC=C1)C2=CC=C(C=C2)OCCN(C)C)C3=CC=CC=C3.C(C(=O)O)C(CC(=O)O)(C(=O)O)O. Drug 2: CC1CCC2CC(C(=CC=CC=CC(CC(C(=O)C(C(C(=CC(C(=O)CC(OC(=O)C3CCCCN3C(=O)C(=O)C1(O2)O)C(C)CC4CCC(C(C4)OC)OCCO)C)C)O)OC)C)C)C)OC. Cell line: KM12. Synergy scores: CSS=9.00, Synergy_ZIP=6.74, Synergy_Bliss=2.33, Synergy_Loewe=3.78, Synergy_HSA=3.93. (3) Drug 1: CN(CC1=CN=C2C(=N1)C(=NC(=N2)N)N)C3=CC=C(C=C3)C(=O)NC(CCC(=O)O)C(=O)O. Drug 2: C1CNP(=O)(OC1)N(CCCl)CCCl. Cell line: SF-539. Synergy scores: CSS=43.5, Synergy_ZIP=8.47, Synergy_Bliss=7.48, Synergy_Loewe=-26.8, Synergy_HSA=4.90. (4) Drug 1: CNC(=O)C1=NC=CC(=C1)OC2=CC=C(C=C2)NC(=O)NC3=CC(=C(C=C3)Cl)C(F)(F)F. Drug 2: C1=CN(C=N1)CC(O)(P(=O)(O)O)P(=O)(O)O. Cell line: MDA-MB-435. Synergy scores: CSS=1.36, Synergy_ZIP=-2.45, Synergy_Bliss=-0.376, Synergy_Loewe=-2.66, Synergy_HSA=-2.57.